Regression. Given a peptide amino acid sequence and an MHC pseudo amino acid sequence, predict their binding affinity value. This is MHC class II binding data. From a dataset of Peptide-MHC class II binding affinity with 134,281 pairs from IEDB. The binding affinity (normalized) is 0.331. The MHC is DRB3_0101 with pseudo-sequence DRB3_0101. The peptide sequence is GTLVKTITNDQIEVT.